This data is from Catalyst prediction with 721,799 reactions and 888 catalyst types from USPTO. The task is: Predict which catalyst facilitates the given reaction. (1) Reactant: [C:1]([N+:5]#[C-:6])([CH3:4])([CH3:3])[CH3:2].[Cl:7][C:8]1[CH:9]=[CH:10][C:11]([N:14]2[CH2:19][CH2:18][CH:17]([C:20](=O)[CH2:21][CH2:22][CH:23]=[CH2:24])[CH2:16][CH2:15]2)=[N:12][CH:13]=1.[C:26]([O-:29])(=O)[CH3:27].[NH4+:30].[OH2:31]. Product: [C:1]([NH:5][C:6](=[O:31])[C:20]([NH:30][C:26](=[O:29])[CH3:27])([CH:17]1[CH2:18][CH2:19][N:14]([C:11]2[CH:10]=[CH:9][C:8]([Cl:7])=[CH:13][N:12]=2)[CH2:15][CH2:16]1)[CH2:21][CH2:22][CH:23]=[CH2:24])([CH3:4])([CH3:3])[CH3:2]. The catalyst class is: 836. (2) Reactant: Br[C:2]1[CH:3]=[C:4]([C:14]([O:16][CH2:17][CH3:18])=[O:15])[C:5]2[CH:10]=[N:9][N:8]([CH:11]([CH3:13])[CH3:12])[C:6]=2[N:7]=1.C([O-])([O-])=O.[K+].[K+].[CH3:25][N:26]1[CH2:31][CH2:30][NH:29][CH2:28][CH2:27]1. Product: [CH:11]([N:8]1[C:6]2[N:7]=[C:2]([N:29]3[CH2:30][CH2:31][N:26]([CH3:25])[CH2:27][CH2:28]3)[CH:3]=[C:4]([C:14]([O:16][CH2:17][CH3:18])=[O:15])[C:5]=2[CH:10]=[N:9]1)([CH3:13])[CH3:12]. The catalyst class is: 10. (3) Reactant: [CH3:1][O:2][CH2:3][CH2:4]Br.C(=O)([O-])[O-].[K+].[K+].[Br:12][C:13]1[CH:14]=[C:15]([OH:21])[CH:16]=[CH:17][C:18]=1[O:19][CH3:20]. Product: [Br:12][C:13]1[CH:14]=[C:15]([O:21][CH2:4][CH2:3][O:2][CH3:1])[CH:16]=[CH:17][C:18]=1[O:19][CH3:20]. The catalyst class is: 3.